Dataset: Reaction yield outcomes from USPTO patents with 853,638 reactions. Task: Predict the reaction yield, written as a fraction of the theoretical maximum amount of product (1.0 means a 100% yield; for example, 0.34 means a 34% yield). The reactants are [CH3:1][C:2]([CH3:18])([CH3:17])[CH2:3][CH2:4][N:5]1[C:9]([C:10]2[CH:15]=[CH:14][CH:13]=[CH:12][C:11]=2[OH:16])=[CH:8][N:7]=[CH:6]1.[H-].[Na+].BrC[C:23]1[CH:28]=[CH:27][C:26]([Cl:29])=[CH:25][CH:24]=1.[CH3:30]N(C=O)C. The catalyst is O. The product is [Cl:29][C:26]1[CH:25]=[CH:24][CH:23]=[CH:28][C:27]=1[CH2:30][O:16][C:11]1[CH:12]=[CH:13][CH:14]=[CH:15][C:10]=1[C:9]1[N:5]([CH2:4][CH2:3][C:2]([CH3:18])([CH3:17])[CH3:1])[CH:6]=[N:7][CH:8]=1. The yield is 0.300.